This data is from Peptide-MHC class II binding affinity with 134,281 pairs from IEDB. The task is: Regression. Given a peptide amino acid sequence and an MHC pseudo amino acid sequence, predict their binding affinity value. This is MHC class II binding data. (1) The peptide sequence is VQAPVGAITTIEDPV. The MHC is DRB4_0101 with pseudo-sequence DRB4_0103. The binding affinity (normalized) is 0.292. (2) The peptide sequence is GADATAAAAFEQFLA. The binding affinity (normalized) is 0.289. The MHC is DRB1_0301 with pseudo-sequence DRB1_0301. (3) The MHC is DRB1_1301 with pseudo-sequence DRB1_1301. The peptide sequence is TSVGKGIHTVFGSAF. The binding affinity (normalized) is 0.487. (4) The peptide sequence is ADKVAATAANAAPAN. The MHC is DRB1_0802 with pseudo-sequence DRB1_0802. The binding affinity (normalized) is 0.451. (5) The peptide sequence is FETNVSHNVQGATVA. The MHC is DRB1_0101 with pseudo-sequence DRB1_0101. The binding affinity (normalized) is 0.472. (6) The peptide sequence is VNPIASTNDDEVLIE. The MHC is DRB1_0404 with pseudo-sequence DRB1_0404. The binding affinity (normalized) is 0.248. (7) The peptide sequence is AAAHAGTTVYGAFAA. The MHC is HLA-DQA10401-DQB10402 with pseudo-sequence HLA-DQA10401-DQB10402. The binding affinity (normalized) is 0.455. (8) The MHC is DRB1_0301 with pseudo-sequence DRB1_0301. The peptide sequence is VCGMFTNRSGSQQWR. The binding affinity (normalized) is 0. (9) The peptide sequence is AGLKTNDRKWCFEGP. The MHC is HLA-DQA10501-DQB10302 with pseudo-sequence HLA-DQA10501-DQB10302. The binding affinity (normalized) is 0. (10) The binding affinity (normalized) is 0.901. The peptide sequence is LVSKLYEVVPGILTE. The MHC is HLA-DPA10103-DPB10401 with pseudo-sequence HLA-DPA10103-DPB10401.